Dataset: Full USPTO retrosynthesis dataset with 1.9M reactions from patents (1976-2016). Task: Predict the reactants needed to synthesize the given product. (1) The reactants are: COC(C1C=C(O[C:16]2[CH:21]=[CH:20][C:19]([S:22]([CH3:25])(=[O:24])=[O:23])=[CH:18][CH:17]=2)C=C2OC(C)CC=12)=O.[C:26]([O:30][C:31]([C:33]1[CH:44]=[C:43]([OH:45])[C:36]2[CH2:37][C:38]([CH2:41][OH:42])([CH3:40])[O:39][C:35]=2[CH:34]=1)=[O:32])([CH3:29])([CH3:28])[CH3:27].FC1C=CC(CS(CC2C=CC(F)=CC=2)(=O)=O)=CC=1. Given the product [C:26]([O:30][C:31]([C:33]1[CH:44]=[C:43]([O:45][C:16]2[CH:21]=[CH:20][C:19]([S:22]([CH3:25])(=[O:24])=[O:23])=[CH:18][CH:17]=2)[C:36]2[CH2:37][C:38]([CH2:41][OH:42])([CH3:40])[O:39][C:35]=2[CH:34]=1)=[O:32])([CH3:27])([CH3:28])[CH3:29], predict the reactants needed to synthesize it. (2) Given the product [Br:18][C:7]1[CH:8]=[C:9]2[O:1][C:2](=[O:10])[NH:3][C:4]2=[N:5][CH:6]=1, predict the reactants needed to synthesize it. The reactants are: [O:1]1[C:9]2[C:4](=[N:5][CH:6]=[CH:7][CH:8]=2)[NH:3][C:2]1=[O:10].C1C(=O)N([Br:18])C(=O)C1.CCOC(C)=O.CCCCCC. (3) Given the product [I:1][C:12]1[CH:11]=[C:10]([Cl:9])[CH:17]=[C:14]([CH:15]=[O:16])[C:13]=1[OH:18], predict the reactants needed to synthesize it. The reactants are: [I:1]N1C(=O)CCC1=O.[Cl:9][C:10]1[CH:17]=[C:14]([CH:15]=[O:16])[C:13]([OH:18])=[CH:12][CH:11]=1. (4) Given the product [CH2:14]([O:10][CH2:9][CH2:8][O:1][C:2]1[CH:7]=[CH:6][CH:5]=[CH:4][CH:3]=1)[CH3:15], predict the reactants needed to synthesize it. The reactants are: [O:1]([CH2:8][CH2:9][OH:10])[C:2]1[CH:7]=[CH:6][CH:5]=[CH:4][CH:3]=1.[H-].[Na+].Br[CH2:14][CH3:15].CCOC(C)=O. (5) Given the product [Cl:1][C:2]1[CH:3]=[CH:4][C:5]2[S:15][C:16]([C:17]([O:19][CH3:20])=[O:18])=[C:8]([C:9]([F:12])([F:11])[F:10])[C:6]=2[CH:7]=1, predict the reactants needed to synthesize it. The reactants are: [Cl:1][C:2]1[CH:3]=[CH:4][C:5](F)=[C:6]([C:8](=O)[C:9]([F:12])([F:11])[F:10])[CH:7]=1.[SH:15][CH2:16][C:17]([O:19][CH3:20])=[O:18].CCN(CC)CC.